Dataset: Experimental lipophilicity measurements (octanol/water distribution) for 4,200 compounds from AstraZeneca. Task: Regression/Classification. Given a drug SMILES string, predict its absorption, distribution, metabolism, or excretion properties. Task type varies by dataset: regression for continuous measurements (e.g., permeability, clearance, half-life) or binary classification for categorical outcomes (e.g., BBB penetration, CYP inhibition). For this dataset (lipophilicity_astrazeneca), we predict Y. (1) The molecule is CS(=O)(=O)N1CCC(NC(=O)NC23CC4CC(CC(C4)C2)C3)CC1. The Y is 2.70 logD. (2) The Y is -0.880 logD. The drug is CN(C)c1ccc2nc3ccc(=[N+](C)C)cc-3sc2c1. (3) The molecule is CCCC(=O)C1(c2ccccc2)CCN(C(=O)[C@@H](Cc2ccc(OC)cc2)NC(=O)[C@@H](N)Cc2cncn2C)CC1. The Y is 2.51 logD. (4) The molecule is COc1cc(N2CCN(C(C)=O)CC2)ccc1Nc1ncc(Cl)c(-c2cnc3c(C)cccn23)n1. The Y is 3.20 logD.